This data is from Forward reaction prediction with 1.9M reactions from USPTO patents (1976-2016). The task is: Predict the product of the given reaction. Given the reactants [Cl:1][C:2]1[CH:3]=[N:4][C:5]([CH3:19])=[C:6]([CH:18]=1)[C:7]([NH:9][C@H:10]1[CH2:15][CH2:14][C@H:13]([CH:16]=O)[CH2:12][CH2:11]1)=[O:8].[CH2:20]([C:22]1[NH:26][N:25]=[C:24]([NH2:27])[C:23]=1[CH3:28])[CH3:21].C(O[BH-](OC(=O)C)OC(=O)C)(=O)C.[Na+], predict the reaction product. The product is: [Cl:1][C:2]1[CH:3]=[N:4][C:5]([CH3:19])=[C:6]([CH:18]=1)[C:7]([NH:9][C@H:10]1[CH2:15][CH2:14][C@H:13]([CH2:16][NH:27][C:24]2[C:23]([CH3:28])=[C:22]([CH2:20][CH3:21])[NH:26][N:25]=2)[CH2:12][CH2:11]1)=[O:8].